Dataset: Full USPTO retrosynthesis dataset with 1.9M reactions from patents (1976-2016). Task: Predict the reactants needed to synthesize the given product. (1) The reactants are: [CH3:1][CH2:2][CH2:3][NH:4][C:5]([CH2:8][C:9]1[CH:14]=[CH:13][CH:12]=[CH:11][CH:10]=1)([CH3:7])[CH3:6].CCN(CC)CC.CC(OC(OC(OC(C)(C)C)=O)=O)(C)C. Given the product [CH3:1][CH2:2][CH2:3][NH:4][C:5]([CH2:8][CH:9]1[CH2:10][CH2:11][CH2:12][CH2:13][CH2:14]1)([CH3:7])[CH3:6], predict the reactants needed to synthesize it. (2) Given the product [CH3:19][O:8][C:7](=[O:9])[C:6]1[CH:10]=[C:2]([F:1])[CH:3]=[CH:4][C:5]=1[I:11], predict the reactants needed to synthesize it. The reactants are: [F:1][C:2]1[CH:3]=[CH:4][C:5]([I:11])=[C:6]([CH:10]=1)[C:7]([OH:9])=[O:8].OS(O)(=O)=O.[OH-].[Na+].[CH3:19]O. (3) Given the product [C:33]([O:5][C@H:6]1[CH2:10][CH2:9][N:8]([C:11]2[N:16]=[CH:15][C:14]([N:17]3[CH:22]=[CH:21][C:20]([O:23][CH2:24][C:25]4[CH:30]=[CH:29][C:28]([Cl:31])=[CH:27][CH:26]=4)=[CH:19][C:18]3=[O:32])=[CH:13][CH:12]=2)[CH2:7]1)(=[O:35])[CH3:34], predict the reactants needed to synthesize it. The reactants are: CS([O:5][C@@H:6]1[CH2:10][CH2:9][N:8]([C:11]2[N:16]=[CH:15][C:14]([N:17]3[CH:22]=[CH:21][C:20]([O:23][CH2:24][C:25]4[CH:30]=[CH:29][C:28]([Cl:31])=[CH:27][CH:26]=4)=[CH:19][C:18]3=[O:32])=[CH:13][CH:12]=2)[CH2:7]1)(=O)=O.[C:33]([O-])(=[O:35])[CH3:34].[K+].C1COCC1.